The task is: Predict the reactants needed to synthesize the given product.. This data is from Full USPTO retrosynthesis dataset with 1.9M reactions from patents (1976-2016). (1) Given the product [CH3:19][C:3]1[C:2]([O:1][S:28]([C:27]([F:40])([F:39])[F:26])(=[O:30])=[O:29])=[CH:11][CH:10]=[C:9]2[C:4]=1[CH2:5][CH2:6][N:7]([C:12]([O:14][C:15]([CH3:16])([CH3:18])[CH3:17])=[O:13])[CH2:8]2, predict the reactants needed to synthesize it. The reactants are: [OH:1][C:2]1[C:3]([CH3:19])=[C:4]2[C:9](=[CH:10][CH:11]=1)[CH2:8][N:7]([C:12]([O:14][C:15]([CH3:18])([CH3:17])[CH3:16])=[O:13])[CH2:6][CH2:5]2.N1C=CC=CC=1.[F:26][C:27]([F:40])([F:39])[S:28](O[S:28]([C:27]([F:40])([F:39])[F:26])(=[O:30])=[O:29])(=[O:30])=[O:29]. (2) The reactants are: [CH3:1][C:2]1[CH:27]=[C:26]([CH3:28])[CH:25]=[CH:24][C:3]=1[CH2:4][C:5]1[CH:14]=[C:13]2[C:8]([CH:9]=[C:10]([C:19]([O:21]CC)=[O:20])[CH:11]([C:15]([F:18])([F:17])[F:16])[O:12]2)=[CH:7][CH:6]=1.[Li+].[OH-]. Given the product [CH3:1][C:2]1[CH:27]=[C:26]([CH3:28])[CH:25]=[CH:24][C:3]=1[CH2:4][C:5]1[CH:14]=[C:13]2[C:8]([CH:9]=[C:10]([C:19]([OH:21])=[O:20])[CH:11]([C:15]([F:18])([F:17])[F:16])[O:12]2)=[CH:7][CH:6]=1, predict the reactants needed to synthesize it.